From a dataset of Forward reaction prediction with 1.9M reactions from USPTO patents (1976-2016). Predict the product of the given reaction. (1) Given the reactants [Cl:1][C:2]1[CH:11]=[CH:10][C:5]([C:6]([O:8][CH3:9])=[O:7])=[C:4]([OH:12])[CH:3]=1.C(=O)([O-])[O-].[K+].[K+].[Cl:19][C:20]1[CH:25]=[C:24]([S:26]([CH3:29])(=[O:28])=[O:27])[CH:23]=[CH:22][C:21]=1F, predict the reaction product. The product is: [Cl:1][C:2]1[CH:11]=[CH:10][C:5]([C:6]([O:8][CH3:9])=[O:7])=[C:4]([O:12][C:21]2[CH:22]=[CH:23][C:24]([S:26]([CH3:29])(=[O:28])=[O:27])=[CH:25][C:20]=2[Cl:19])[CH:3]=1. (2) Given the reactants C[C:2](C)([O-:4])C.[K+].[Br:7][C:8]1[CH:13]=[CH:12][C:11]([Br:14])=[CH:10][C:9]=1F.CO, predict the reaction product. The product is: [Br:7][C:8]1[CH:13]=[CH:12][C:11]([Br:14])=[CH:10][C:9]=1[O:4][CH3:2]. (3) Given the reactants [F:1][C:2]1[CH:7]=[C:6]([F:8])[CH:5]=[CH:4][C:3]=1[C:9]1[N:10]=[C:11]([CH:26]2[CH2:31][CH2:30][C:29](=[O:32])[CH2:28][CH2:27]2)[S:12][C:13]=1[C:14]1[CH:15]=[CH:16][C:17]2[N:18]([C:20]([CH:23]([CH3:25])[CH3:24])=[N:21][N:22]=2)[N:19]=1.[BH4-].[Na+].CC(C)=O, predict the reaction product. The product is: [F:1][C:2]1[CH:7]=[C:6]([F:8])[CH:5]=[CH:4][C:3]=1[C:9]1[N:10]=[C:11]([C@@H:26]2[CH2:31][CH2:30][C@H:29]([OH:32])[CH2:28][CH2:27]2)[S:12][C:13]=1[C:14]1[CH:15]=[CH:16][C:17]2[N:18]([C:20]([CH:23]([CH3:25])[CH3:24])=[N:21][N:22]=2)[N:19]=1. (4) Given the reactants [N:1]1([CH2:7][CH2:8][C:9]2[CH:18]=[CH:17][C:12]3[C:13](=[O:16])[O:14][CH2:15][C:11]=3[CH:10]=2)[CH2:6][CH2:5][NH:4][CH2:3][CH2:2]1.[CH3:19][O:20][C:21]1[CH:28]=[C:27]([CH:29]2[CH2:31][O:30]2)[CH:26]=[CH:25][C:22]=1[C:23]#[N:24], predict the reaction product. The product is: [OH:30][CH:29]([C:27]1[CH:26]=[CH:25][C:22]([C:23]#[N:24])=[C:21]([O:20][CH3:19])[CH:28]=1)[CH2:31][N:4]1[CH2:5][CH2:6][N:1]([CH2:7][CH2:8][C:9]2[CH:18]=[CH:17][C:12]3[C:13](=[O:16])[O:14][CH2:15][C:11]=3[CH:10]=2)[CH2:2][CH2:3]1. (5) Given the reactants [Br:1][C:2]1[CH:25]=[CH:24][C:5]2[C:6]3[N:7]=[C:8]([C:14]4[N:15]([CH2:19][C:20](F)(F)F)[N:16]=[CH:17][N:18]=4)[S:9][C:10]=3[CH2:11][CH2:12][O:13][C:4]=2[CH:3]=1.BrC1C=CC2[C:31]3[N:32]=[C:33]([C:39](N)=[O:40])S[C:35]=3CCOC=2C=1.N1(CCNN)CCOCC1, predict the reaction product. The product is: [Br:1][C:2]1[CH:25]=[CH:24][C:5]2[C:6]3[N:7]=[C:8]([C:14]4[N:15]([CH2:19][CH2:20][N:32]5[CH2:33][CH2:39][O:40][CH2:35][CH2:31]5)[N:16]=[CH:17][N:18]=4)[S:9][C:10]=3[CH2:11][CH2:12][O:13][C:4]=2[CH:3]=1. (6) Given the reactants C[O:2][C:3]([C:5]1[S:14][C:8]2=[N:9][CH:10]=[C:11]([Br:13])[CH:12]=[C:7]2[C:6]=1[O:15][CH2:16][C:17]([O:19]C(C)(C)C)=[O:18])=[O:4].[Li+].[OH-], predict the reaction product. The product is: [Br:13][C:11]1[CH:12]=[C:7]2[C:6]([O:15][CH2:16][C:17]([OH:19])=[O:18])=[C:5]([C:3]([OH:4])=[O:2])[S:14][C:8]2=[N:9][CH:10]=1.